Dataset: Full USPTO retrosynthesis dataset with 1.9M reactions from patents (1976-2016). Task: Predict the reactants needed to synthesize the given product. (1) Given the product [Cl:1][C:2]1[CH:7]=[C:6]([C:8]2[CH:9]=[CH:10][C:11]([Cl:14])=[CH:12][CH:13]=2)[CH:5]=[CH:4][C:3]=1[CH2:15][C:21]([C:23]1([Cl:26])[CH2:24][CH2:25]1)=[O:22], predict the reactants needed to synthesize it. The reactants are: [Cl:1][C:2]1[CH:7]=[C:6]([C:8]2[CH:13]=[CH:12][C:11]([Cl:14])=[CH:10][CH:9]=2)[CH:5]=[CH:4][C:3]=1[CH:15]([C:21]([C:23]1([Cl:26])[CH2:25][CH2:24]1)=[O:22])C(OCC)=O.[Li+].[Cl-].O. (2) Given the product [N+:8]([C:11]1[CH:19]=[CH:18][CH:17]=[C:16]2[C:12]=1[CH:13]([CH2:20][C:21]([O:23][CH3:24])=[O:22])[CH2:14][NH:15]2)([O-:10])=[O:9], predict the reactants needed to synthesize it. The reactants are: C([SiH](CC)CC)C.[N+:8]([C:11]1[CH:19]=[CH:18][CH:17]=[C:16]2[C:12]=1[C:13]([C:20](=O)[C:21]([O:23][CH3:24])=[O:22])=[CH:14][NH:15]2)([O-:10])=[O:9]. (3) Given the product [C:14]([O:6][CH:5]([C:7]1[CH:12]=[CH:11][CH:10]=[CH:9][CH:8]=1)[CH:4]([N+:1]([O-:3])=[O:2])[CH3:13])(=[O:16])[CH3:15], predict the reactants needed to synthesize it. The reactants are: [N+:1]([CH:4]([CH3:13])[CH:5]([C:7]1[CH:12]=[CH:11][CH:10]=[CH:9][CH:8]=1)[OH:6])([O-:3])=[O:2].[C:14](OC(=O)C)(=[O:16])[CH3:15].CO. (4) Given the product [I:1][C:2]1[C:7]([I:8])=[C:6]([I:9])[CH:5]=[C:4]2[C:3]=1[C:13]([CH2:14][CH2:15][CH2:16][CH2:17][CH2:18][C:19]([OH:21])=[O:20])([CH3:12])[C:22]([CH3:23])=[N:10]2, predict the reactants needed to synthesize it. The reactants are: [I:1][C:2]1[CH:3]=[C:4]([NH:10]N)[CH:5]=[C:6]([I:9])[C:7]=1[I:8].[CH3:12][CH:13]([C:22](=O)[CH3:23])[CH2:14][CH2:15][CH2:16][CH2:17][CH2:18][C:19]([OH:21])=[O:20]. (5) Given the product [CH2:15]([C:12]1[N:13]([CH3:14])[C:9]([C:7](=[O:8])[C:6]2[CH:22]=[CH:23][C:3]([C:2]([F:24])([F:25])[F:1])=[CH:4][CH:5]=2)=[C:10]([CH3:21])[CH:11]=1)[CH3:16].[CH2:12]([CH2:15][C:16]([O-:18])=[O:17])[CH2:11][CH3:10], predict the reactants needed to synthesize it. The reactants are: [F:1][C:2]([F:25])([F:24])[C:3]1[CH:23]=[CH:22][C:6]([C:7]([C:9]2[N:13]([CH3:14])[C:12]([CH2:15][C:16]([O:18]CC)=[O:17])=[CH:11][C:10]=2[CH3:21])=[O:8])=[CH:5][CH:4]=1.C(I)CC. (6) Given the product [F:1][C:2]1[CH:7]=[CH:6][C:5]([C:16]2([OH:19])[CH2:17][CH2:18][C:13]3([O:12][CH2:11][CH2:10][O:9]3)[CH2:14][CH2:15]2)=[CH:4][CH:3]=1, predict the reactants needed to synthesize it. The reactants are: [F:1][C:2]1[CH:7]=[CH:6][C:5](Br)=[CH:4][CH:3]=1.[O:9]1[C:13]2([CH2:18][CH2:17][C:16](=[O:19])[CH2:15][CH2:14]2)[O:12][CH2:11][CH2:10]1. (7) The reactants are: [N:1]([CH2:4][C:5]1[C:9]2[CH:10]=[CH:11][C:12]([O:14][C:15]3[S:16][C:17]4[C:18]([N:23]=3)=[N:19][CH:20]=[CH:21][CH:22]=4)=[CH:13][C:8]=2[O:7][CH:6]=1)=[N+]=[N-].C1(P(C2C=CC=CC=2)C2C=CC=CC=2)C=CC=CC=1.O.[C:44](O[C:44]([O:46][C:47]([CH3:50])([CH3:49])[CH3:48])=[O:45])([O:46][C:47]([CH3:50])([CH3:49])[CH3:48])=[O:45]. Given the product [C:47]([O:46][C:44](=[O:45])[NH:1][CH2:4][C:5]1[C:9]2[CH:10]=[CH:11][C:12]([O:14][C:15]3[S:16][C:17]4[C:18]([N:23]=3)=[N:19][CH:20]=[CH:21][CH:22]=4)=[CH:13][C:8]=2[O:7][CH:6]=1)([CH3:50])([CH3:49])[CH3:48], predict the reactants needed to synthesize it. (8) Given the product [F:41][C:40]([F:43])([F:42])[C:38]([OH:44])=[O:39].[F:41][C:40]([F:43])([F:42])[C:38]([OH:44])=[O:39].[O:36]1[CH2:37][CH:34]([N:32]2[CH:33]=[C:29]([C:22]3[N:21]=[C:20]([C:18]4[CH:17]=[N:16][N:15]([C:4]5([CH2:3][C:1]#[N:2])[CH2:7][NH:6][CH2:5]5)[CH:19]=4)[N:25]4[CH:26]=[CH:27][N:28]=[C:24]4[CH:23]=3)[CH:30]=[N:31]2)[CH2:35]1, predict the reactants needed to synthesize it. The reactants are: [C:1]([CH2:3][C:4]1([N:15]2[CH:19]=[C:18]([C:20]3[N:25]4[CH:26]=[CH:27][N:28]=[C:24]4[CH:23]=[C:22]([C:29]4[CH:30]=[N:31][N:32]([CH:34]5[CH2:37][O:36][CH2:35]5)[CH:33]=4)[N:21]=3)[CH:17]=[N:16]2)[CH2:7][N:6](C(OC(C)(C)C)=O)[CH2:5]1)#[N:2].[C:38]([OH:44])([C:40]([F:43])([F:42])[F:41])=[O:39]. (9) Given the product [CH3:2][O:3][C:4]1[N:9]=[C:8]([C:17]2[C:18]([C:29]3[CH:37]=[CH:36][C:35]4[C:31](=[CH:32][N:33]([CH3:38])[N:34]=4)[CH:30]=3)=[N:19][S:20][C:21]=2[NH:22][C:23]([C@@H:25]2[CH2:27][C@H:26]2[CH3:28])=[O:24])[CH:7]=[CH:6][CH:5]=1, predict the reactants needed to synthesize it. The reactants are: [Br-].[CH3:2][O:3][C:4]1[N:9]=[C:8]([Zn+])[CH:7]=[CH:6][CH:5]=1.O1CCCC1.Br[C:17]1[C:18]([C:29]2[CH:37]=[CH:36][C:35]3[C:31](=[CH:32][N:33]([CH3:38])[N:34]=3)[CH:30]=2)=[N:19][S:20][C:21]=1[NH:22][C:23]([C@@H:25]1[CH2:27][C@H:26]1[CH3:28])=[O:24]. (10) Given the product [CH2:27]([N:24]1[CH2:23][CH2:22][N:21]([C:5]2[N:6]=[C:7]([NH:13][C:14]3[CH:15]=[C:16]([CH3:20])[CH:17]=[CH:18][CH:19]=3)[C:8]3[C:9](=[O:11])[NH:2][CH2:1][C:3]=3[N:4]=2)[CH2:26][CH2:25]1)[CH3:28], predict the reactants needed to synthesize it. The reactants are: [C:1]([C:3]1[C:8]([C:9]([O:11]C)=O)=[C:7]([NH:13][C:14]2[CH:15]=[C:16]([CH3:20])[CH:17]=[CH:18][CH:19]=2)[N:6]=[C:5]([N:21]2[CH2:26][CH2:25][N:24]([CH2:27][CH3:28])[CH2:23][CH2:22]2)[N:4]=1)#[N:2].